Dataset: Retrosynthesis with 50K atom-mapped reactions and 10 reaction types from USPTO. Task: Predict the reactants needed to synthesize the given product. (1) Given the product CC(=O)c1ncccc1C(O)=NNC(=O)Nc1cc(F)cc(F)c1, predict the reactants needed to synthesize it. The reactants are: CC(=O)c1ncccc1C(=O)O.NNC(=O)Nc1cc(F)cc(F)c1. (2) Given the product Cn1cc(-c2ccc(-c3cc4cnccc4c(=O)[nH]3)cc2)cn1, predict the reactants needed to synthesize it. The reactants are: Cn1cc(B2OC(C)(C)C(C)(C)O2)cn1.O=c1[nH]c(-c2ccc(Br)cc2)cc2cnccc12.